Dataset: Peptide-MHC class I binding affinity with 185,985 pairs from IEDB/IMGT. Task: Regression. Given a peptide amino acid sequence and an MHC pseudo amino acid sequence, predict their binding affinity value. This is MHC class I binding data. The peptide sequence is FSGKSTELIR. The MHC is HLA-A33:01 with pseudo-sequence HLA-A33:01. The binding affinity (normalized) is 0.308.